Dataset: Reaction yield outcomes from USPTO patents with 853,638 reactions. Task: Predict the reaction yield, written as a fraction of the theoretical maximum amount of product (1.0 means a 100% yield; for example, 0.34 means a 34% yield). The product is [CH2:14]([O:21][C:22]1[CH:23]=[CH:24][C:25]([CH2:26][C:2]2[CH:3]=[N:4][N:5]([C:7]3[C:8]([NH2:13])=[N:9][CH:10]=[CH:11][CH:12]=3)[CH:6]=2)=[CH:40][CH:41]=1)[C:15]1[CH:16]=[CH:17][CH:18]=[CH:19][CH:20]=1. The catalyst is C([O-])(=O)C.[Pd+2].C([O-])(=O)C.CN1CCCC1=O. The reactants are Br[C:2]1[CH:3]=[N:4][N:5]([C:7]2[C:8]([NH2:13])=[N:9][CH:10]=[CH:11][CH:12]=2)[CH:6]=1.[CH2:14]([O:21][C:22]1[CH:41]=[CH:40][C:25]([CH2:26][Sn](CCCC)(CCCC)CCCC)=[CH:24][CH:23]=1)[C:15]1[CH:20]=[CH:19][CH:18]=[CH:17][CH:16]=1.C1(C)C=CC=CC=1P(C1C=CC=CC=1C)C1C=CC=CC=1C. The yield is 0.0400.